Dataset: Catalyst prediction with 721,799 reactions and 888 catalyst types from USPTO. Task: Predict which catalyst facilitates the given reaction. (1) Reactant: [CH2:1]([O:3][C:4]([C:6]1[NH:7][C:8]2[C:13]([C:14]=1[CH2:15][CH2:16][CH2:17]Cl)=[CH:12][C:11]([C:19](=[O:27])[NH:20][C:21]1[CH:22]=[N:23][CH:24]=[CH:25][CH:26]=1)=[CH:10][CH:9]=2)=[O:5])[CH3:2].[N-:28]=[N+:29]=[N-:30].[Na+].O. Product: [CH2:1]([O:3][C:4]([C:6]1[NH:7][C:8]2[C:13]([C:14]=1[CH2:15][CH2:16][CH2:17][N:28]=[N+:29]=[N-:30])=[CH:12][C:11]([C:19](=[O:27])[NH:20][C:21]1[CH:22]=[N:23][CH:24]=[CH:25][CH:26]=1)=[CH:10][CH:9]=2)=[O:5])[CH3:2]. The catalyst class is: 16. (2) Reactant: [NH2:1][CH2:2][C@@H:3]1[CH2:8][CH2:7][C@H:6]([NH:9][C:10]2[N:15]=[C:14]([N:16]([CH3:18])[CH3:17])[CH:13]=[CH:12][N:11]=2)[CH2:5][CH2:4]1.[Cl:19][C:20]1[CH:25]=[CH:24][CH:23]=[C:22]([N:26]=[C:27]=[O:28])[C:21]=1[Cl:29].O. Product: [ClH:19].[Cl:29][C:21]1[C:20]([Cl:19])=[CH:25][CH:24]=[CH:23][C:22]=1[NH:26][C:27]([NH:1][CH2:2][C@H:3]1[CH2:4][CH2:5][C@@H:6]([NH:9][C:10]2[N:15]=[C:14]([N:16]([CH3:18])[CH3:17])[CH:13]=[CH:12][N:11]=2)[CH2:7][CH2:8]1)=[O:28]. The catalyst class is: 16.